Dataset: Full USPTO retrosynthesis dataset with 1.9M reactions from patents (1976-2016). Task: Predict the reactants needed to synthesize the given product. (1) Given the product [CH3:8][C:2]([C:9]1[CH:10]=[CH:11][C:12]([C:15]2([C:16]3[CH:17]=[CH:18][CH:19]=[CH:20][CH:21]=3)[O:25][CH2:24][CH2:23][O:22]2)=[CH:13][CH:14]=1)([CH3:1])[CH2:3][C:4]([O:6][CH3:7])=[O:5], predict the reactants needed to synthesize it. The reactants are: [CH3:1][C:2]([C:9]1[CH:14]=[CH:13][C:12]([C:15](=[O:22])[C:16]2[CH:21]=[CH:20][CH:19]=[CH:18][CH:17]=2)=[CH:11][CH:10]=1)([CH3:8])[CH2:3][C:4]([O:6][CH3:7])=[O:5].[CH2:23](O)[CH2:24][OH:25].O.C1(C)C=CC(S(O)(=O)=O)=CC=1. (2) Given the product [NH2:30]/[C:26](/[CH3:27])=[CH:25]\[C:24]([NH:23][C:4]1[CH:5]=[CH:6][C:7]([NH:8][C:9]([CH3:21])([CH3:22])[CH2:10][C:11]2[CH:20]=[CH:19][C:18]3[C:17](=[CH:16][CH:15]=[CH:14][CH:13]=3)[CH:12]=2)=[C:2]([Cl:1])[CH:3]=1)=[O:29], predict the reactants needed to synthesize it. The reactants are: [Cl:1][C:2]1[CH:3]=[C:4]([NH:23][C:24](=[O:29])[CH2:25][C:26](=O)[CH3:27])[CH:5]=[CH:6][C:7]=1[NH:8][C:9]([CH3:22])([CH3:21])[CH2:10][C:11]1[CH:20]=[CH:19][C:18]2[C:13](=[CH:14][CH:15]=[CH:16][CH:17]=2)[CH:12]=1.[NH3:30]. (3) Given the product [C:9]([C:17]1[CH:22]=[CH:21][CH:20]=[CH:19][C:18]=1[NH:23][C@@H:24]([CH2:28][C:29]1[CH:34]=[CH:33][C:32]([C:35]2[CH:40]=[CH:39][CH:38]=[C:37]([N:41]([CH3:52])[C:42]([NH:44][CH2:45][CH2:46][CH2:47][CH2:48][CH2:49][CH2:50][CH3:51])=[O:43])[CH:36]=2)=[CH:31][CH:30]=1)[C:25]([O:27][CH2:1][CH2:2][CH2:3][CH3:4])=[O:26])(=[O:16])[C:10]1[CH:15]=[CH:14][CH:13]=[CH:12][CH:11]=1, predict the reactants needed to synthesize it. The reactants are: [CH2:1](O)[CH2:2][CH2:3][CH3:4].N=C=N.[C:9]([C:17]1[CH:22]=[CH:21][CH:20]=[CH:19][C:18]=1[NH:23][C@@H:24]([CH2:28][C:29]1[CH:34]=[CH:33][C:32]([C:35]2[CH:40]=[CH:39][CH:38]=[C:37]([N:41]([CH3:52])[C:42]([NH:44][CH2:45][CH2:46][CH2:47][CH2:48][CH2:49][CH2:50][CH3:51])=[O:43])[CH:36]=2)=[CH:31][CH:30]=1)[C:25]([OH:27])=[O:26])(=[O:16])[C:10]1[CH:15]=[CH:14][CH:13]=[CH:12][CH:11]=1. (4) The reactants are: I[C:2]1[CH:3]=[C:4]([CH:7]=[CH:8][C:9]=1[CH3:10])[C:5]#[N:6].C([Mg]Cl)(C)C.C1COCC1.[Cl:21][C:22]1[CH:30]=[C:29]([N+:31]([O-:33])=[O:32])[CH:28]=[CH:27][C:23]=1[C:24](Cl)=[O:25]. Given the product [Cl:21][C:22]1[CH:30]=[C:29]([N+:31]([O-:33])=[O:32])[CH:28]=[CH:27][C:23]=1[C:24]([C:2]1[CH:3]=[C:4]([CH:7]=[CH:8][C:9]=1[CH3:10])[C:5]#[N:6])=[O:25], predict the reactants needed to synthesize it.